Dataset: Reaction yield outcomes from USPTO patents with 853,638 reactions. Task: Predict the reaction yield, written as a fraction of the theoretical maximum amount of product (1.0 means a 100% yield; for example, 0.34 means a 34% yield). (1) The reactants are [Si:1]([O:8][CH2:9][C@H:10]1[O:18][C@H:17]2[C@H:13]([N:14]=[C:15]([N:19]([CH3:21])[CH3:20])[S:16]2)[C@@H:12]([OH:22])[C@@H:11]1[OH:23])([C:4]([CH3:7])([CH3:6])[CH3:5])([CH3:3])[CH3:2].[H-].[Na+].Br[CH2:27][C:28]1[CH:33]=[CH:32][C:31]([O:34][CH3:35])=[CH:30][CH:29]=1. The catalyst is CN(C=O)C. The product is [Si:1]([O:8][CH2:9][C@H:10]1[O:18][C@H:17]2[C@H:13]([N:14]=[C:15]([N:19]([CH3:20])[CH3:21])[S:16]2)[C@@H:12]([O:22][CH2:27][C:28]2[CH:33]=[CH:32][C:31]([O:34][CH3:35])=[CH:30][CH:29]=2)[C@@H:11]1[O:23][CH2:27][C:28]1[CH:33]=[CH:32][C:31]([O:34][CH3:35])=[CH:30][CH:29]=1)([C:4]([CH3:7])([CH3:5])[CH3:6])([CH3:3])[CH3:2]. The yield is 0.640. (2) The reactants are [Br:1][C:2]1[C:3]([N:17]2[CH2:22][CH2:21][CH2:20][C@@H:19]([NH:23]C(=O)OC(C)(C)C)[CH2:18]2)=[C:4]2[C:10]([NH:11][C:12](=[O:16])[C@@H:13]([OH:15])[CH3:14])=[CH:9][NH:8][C:5]2=[N:6][CH:7]=1.C(O)(C(F)(F)F)=O.C(Cl)[Cl:39]. No catalyst specified. The product is [ClH:39].[NH2:23][C@@H:19]1[CH2:20][CH2:21][CH2:22][N:17]([C:3]2[C:2]([Br:1])=[CH:7][N:6]=[C:5]3[NH:8][CH:9]=[C:10]([NH:11][C:12](=[O:16])[C@@H:13]([OH:15])[CH3:14])[C:4]=23)[CH2:18]1. The yield is 0.620. (3) The reactants are [C:1]([N:4]1[CH2:9][CH2:8][NH:7][CH2:6][CH2:5]1)(=[O:3])[CH3:2].Br[CH2:11][CH2:12][OH:13].C(=O)([O-])[O-].[K+].[K+]. The catalyst is C(#N)C. The product is [C:1]([N:4]1[CH2:9][CH2:8][N:7]([CH2:11][CH2:12][OH:13])[CH2:6][CH2:5]1)(=[O:3])[CH3:2]. The yield is 0.560. (4) The reactants are [CH3:1][O:2][C:3](=[O:15])[C:4]1[CH:13]=[C:12]([I:14])[CH:11]=[C:6]([C:7]([O:9]C)=[O:8])[CH:5]=1.[OH-].[Li+].Cl. The catalyst is CO.CC(C)=O. The product is [CH3:1][O:2][C:3](=[O:15])[C:4]1[CH:13]=[C:12]([I:14])[CH:11]=[C:6]([C:7]([OH:9])=[O:8])[CH:5]=1. The yield is 0.800. (5) The yield is 0.670. The product is [NH2:1][C:2]1[CH:7]=[CH:6][C:5]([S:8]([N:11]=[C:12]([N:15]2[N:19]=[CH:18][C:17]3([CH2:23][CH2:22][CH2:21][CH2:20]3)[CH2:16]2)[NH:26][CH2:24][CH3:25])(=[O:10])=[O:9])=[CH:4][CH:3]=1. The catalyst is CO. The reactants are [NH2:1][C:2]1[CH:7]=[CH:6][C:5]([S:8]([N:11]=[C:12]([N:15]2[N:19]=[CH:18][C:17]3([CH2:23][CH2:22][CH2:21][CH2:20]3)[CH2:16]2)SC)(=[O:10])=[O:9])=[CH:4][CH:3]=1.[CH2:24]([NH2:26])[CH3:25]. (6) The reactants are [OH:1][C:2]1[CH:7]=[CH:6][C:5]([C:8](=[O:10])[CH3:9])=[CH:4][CH:3]=1.C(=O)([O-])[O-].[K+].[K+].[CH3:17][CH:18](I)[CH3:19]. The catalyst is CC(C)=O. The product is [CH3:17][CH:18]([O:1][C:2]1[CH:7]=[CH:6][C:5]([C:8](=[O:10])[CH3:9])=[CH:4][CH:3]=1)[CH3:19]. The yield is 0.930. (7) The catalyst is O1CCOCC1.C([O-])(=O)C.[Pd+2].C([O-])(=O)C. The yield is 0.0900. The reactants are C1(C2C=CC=CC=2)C=CC=CC=1P(C1CCCCC1)C1CCCCC1.[CH3:26][O:27][C:28]1[CH:29]=[C:30]([NH2:40])[CH:31]=[CH:32][C:33]=1[N:34]1[CH:38]=[C:37]([CH3:39])[N:36]=[CH:35]1.Cl[C:42]1[N:47]=[C:46]([O:48][CH3:49])[N:45]=[C:44]([O:50][CH3:51])[N:43]=1.C(=O)([O-])[O-].[K+].[K+].[Cl-].[Na+]. The product is [CH3:51][O:50][C:44]1[N:45]=[C:46]([O:48][CH3:49])[N:47]=[C:42]([NH:40][C:30]2[CH:31]=[CH:32][C:33]([N:34]3[CH:38]=[C:37]([CH3:39])[N:36]=[CH:35]3)=[C:28]([O:27][CH3:26])[CH:29]=2)[N:43]=1.